The task is: Predict the reactants needed to synthesize the given product.. This data is from Full USPTO retrosynthesis dataset with 1.9M reactions from patents (1976-2016). (1) Given the product [CH2:7]([O:14][C:15]1[CH:16]=[CH:17][C:18]([Br:23])=[C:19]([CH:20]=[CH2:1])[CH:22]=1)[C:8]1[CH:13]=[CH:12][CH:11]=[CH:10][CH:9]=1, predict the reactants needed to synthesize it. The reactants are: [CH3:1]C(C)([O-])C.[K+].[CH2:7]([O:14][C:15]1[CH:16]=[CH:17][C:18]([Br:23])=[C:19]([CH:22]=1)[CH:20]=O)[C:8]1[CH:13]=[CH:12][CH:11]=[CH:10][CH:9]=1. (2) Given the product [Br:1][CH2:35][CH2:34][C:27]1[C:28]2[CH:33]=[CH:32][CH:31]=[CH:30][C:29]=2[O:25][CH:26]=1, predict the reactants needed to synthesize it. The reactants are: [Br-:1].[Br-].C1(P(C2C=CC=CC=2)C2C=CC=CC=2)C=CC=CC=1.C(#N)C.[O:25]1[C:29]2[CH:30]=[CH:31][CH:32]=[CH:33][C:28]=2[C:27]([CH2:34][CH2:35]O)=[CH:26]1. (3) Given the product [F:1][C:2]1[CH:14]=[C:13]2[C:5]([C:6]3[C:7](=[O:23])[C:8]4[CH:20]=[CH:19][C:18]([OH:21])=[CH:17][C:9]=4[C:10]([CH3:16])([CH3:15])[C:11]=3[NH:12]2)=[CH:4][CH:3]=1, predict the reactants needed to synthesize it. The reactants are: [F:1][C:2]1[CH:14]=[C:13]2[C:5]([C:6]3[C:7](=[O:23])[C:8]4[CH:20]=[CH:19][C:18]([O:21]C)=[CH:17][C:9]=4[C:10]([CH3:16])([CH3:15])[C:11]=3[NH:12]2)=[CH:4][CH:3]=1.[Cl-].[NH+]1C=CC=CC=1.C(OCC)(=O)C. (4) Given the product [Cl:10][C:11]1[CH:12]=[CH:13][C:14]2[N:15]=[CH:16][N:17]=[C:18]([NH:41][CH:38]3[CH2:37][CH2:36][N:35]([C:33]([O:32][C:28]([CH3:31])([CH3:30])[CH3:29])=[O:34])[CH2:40][CH2:39]3)[C:19]=2[N:20]=1, predict the reactants needed to synthesize it. The reactants are: CCN(C(C)C)C(C)C.[Cl:10][C:11]1[CH:12]=[CH:13][C:14]2[N:15]=[CH:16][N:17]=[C:18](OC3CCOCC3)[C:19]=2[N:20]=1.[C:28]([O:32][C:33]([N:35]1[CH2:40][CH2:39][CH:38]([NH2:41])[CH2:37][CH2:36]1)=[O:34])([CH3:31])([CH3:30])[CH3:29]. (5) Given the product [F:1][C:2]1[CH:15]=[CH:14][CH:13]=[C:12]([F:16])[C:3]=1[C:4]([NH:6][C:7]1[CH:11]=[CH:10][N:9]([CH2:28][C:29]2[CH:34]=[CH:33][C:32]([I:35])=[CH:31][C:30]=2[C:36]([F:38])([F:37])[F:39])[N:8]=1)=[O:5], predict the reactants needed to synthesize it. The reactants are: [F:1][C:2]1[CH:15]=[CH:14][CH:13]=[C:12]([F:16])[C:3]=1[C:4]([NH:6][C:7]1[CH:11]=[CH:10][NH:9][N:8]=1)=[O:5].C[Si]([N-][Si](C)(C)C)(C)C.[Li+].Br[CH2:28][C:29]1[CH:34]=[CH:33][C:32]([I:35])=[CH:31][C:30]=1[C:36]([F:39])([F:38])[F:37]. (6) Given the product [Cl:1][C:2]1[C:10]2[N:9]=[C:8]3[N:11]([C:16]4[CH:21]=[CH:20][C:19]([O:22][CH3:23])=[CH:18][C:17]=4[Cl:24])[CH2:12][CH2:13][CH2:14][CH2:15][N:7]3[C:6]=2[C:5]([CH:25]([OH:26])[CH2:27][CH3:28])=[CH:4][CH:3]=1, predict the reactants needed to synthesize it. The reactants are: [Cl:1][C:2]1[CH:3]=[CH:4][C:5]([CH:25]=[O:26])=[C:6]2[C:10]=1[N:9]=[C:8]1[N:11]([C:16]3[CH:21]=[CH:20][C:19]([O:22][CH3:23])=[CH:18][C:17]=3[Cl:24])[CH2:12][CH2:13][CH2:14][CH2:15][N:7]21.[CH2:27]([Mg]Br)[CH3:28].C(OCC)C.